Dataset: Forward reaction prediction with 1.9M reactions from USPTO patents (1976-2016). Task: Predict the product of the given reaction. Given the reactants F[C:2]1[CH:11]=[CH:10][CH:9]=[C:8]2[C:3]=1[CH:4]=[N:5][C:6]([CH3:12])=[N:7]2.CN(C=O)C.[NH:18]1[CH2:23][CH2:22][NH:21][CH2:20][CH2:19]1, predict the reaction product. The product is: [CH3:12][C:6]1[N:5]=[CH:4][C:3]2[C:8](=[CH:9][CH:10]=[CH:11][C:2]=2[N:18]2[CH2:23][CH2:22][NH:21][CH2:20][CH2:19]2)[N:7]=1.